This data is from Full USPTO retrosynthesis dataset with 1.9M reactions from patents (1976-2016). The task is: Predict the reactants needed to synthesize the given product. Given the product [CH2:1]([O:3][C:4]1[C:5]2[C:25](=[O:26])[N:28]([C:29]3[CH:34]=[CH:33][C:32]([CH2:35][C:36]([O:38][CH2:39][CH3:40])=[O:37])=[CH:31][C:30]=3[F:41])[C:22](=[O:23])[C:6]=2[C:7]([O:14][CH2:15][C:16]2[CH:21]=[CH:20][CH:19]=[CH:18][CH:17]=2)=[C:8]2[CH:9]=[CH:10][CH:11]=[CH:12][C:13]=12)[CH3:2], predict the reactants needed to synthesize it. The reactants are: [CH2:1]([O:3][C:4]1[C:13]2[C:8](=[CH:9][CH:10]=[CH:11][CH:12]=2)[C:7]([O:14][CH2:15][C:16]2[CH:21]=[CH:20][CH:19]=[CH:18][CH:17]=2)=[C:6]([C:22](O)=[O:23])[C:5]=1[C:25](O)=[O:26])[CH3:2].[NH2:28][C:29]1[CH:34]=[CH:33][C:32]([CH2:35][C:36]([O:38][CH2:39][CH3:40])=[O:37])=[CH:31][C:30]=1[F:41].